This data is from Reaction yield outcomes from USPTO patents with 853,638 reactions. The task is: Predict the reaction yield, written as a fraction of the theoretical maximum amount of product (1.0 means a 100% yield; for example, 0.34 means a 34% yield). The reactants are C(O[BH-](OC(=O)C)OC(=O)C)(=O)C.[Na+].[CH:15]([C:17]1[CH:37]=[CH:36][C:20]([C:21]([NH:23][C:24]2[N:25]=[CH:26][N:27]3[C:31]([C:32]([F:35])([F:34])[F:33])=[CH:30][S:29][C:28]=23)=[O:22])=[CH:19][CH:18]=1)=O.[NH:38]1[CH2:43][CH2:42][O:41][CH2:40][CH2:39]1.C([O-])(O)=O.[Na+]. The catalyst is ClCCCl.C(Cl)Cl. The product is [N:38]1([CH2:15][C:17]2[CH:18]=[CH:19][C:20]([C:21]([NH:23][C:24]3[N:25]=[CH:26][N:27]4[C:31]([C:32]([F:34])([F:35])[F:33])=[CH:30][S:29][C:28]=34)=[O:22])=[CH:36][CH:37]=2)[CH2:43][CH2:42][O:41][CH2:40][CH2:39]1. The yield is 0.470.